This data is from Catalyst prediction with 721,799 reactions and 888 catalyst types from USPTO. The task is: Predict which catalyst facilitates the given reaction. (1) Reactant: C(=O)([O-])O.[Na+].[S:6]=[C:7]1[NH:12][C:11]2[CH:13]=[CH:14][NH:15][C:10]=2[C:9](=[O:16])[N:8]1[C:17]1[CH:22]=[CH:21][C:20]([O:23][CH2:24][C:25]([F:28])([F:27])[F:26])=[CH:19][CH:18]=1.I[CH:30]([CH3:32])[CH3:31].CN(C)C=O. Product: [CH3:31][CH:30]([S:6][C:7]1[N:8]([C:17]2[CH:18]=[CH:19][C:20]([O:23][CH2:24][C:25]([F:28])([F:27])[F:26])=[CH:21][CH:22]=2)[C:9](=[O:16])[C:10]2[NH:15][CH:14]=[CH:13][C:11]=2[N:12]=1)[CH3:32]. The catalyst class is: 13. (2) Reactant: [CH3:1][O:2][C:3]1[C:4]2[N:11]=[C:10]([NH2:12])[S:9][C:5]=2[N:6]=[CH:7][N:8]=1.N1C=CC=CC=1.ClC(Cl)(OC(=O)OC(Cl)(Cl)Cl)Cl.[C:31]([O:35][C:36]([NH:38][CH2:39][CH2:40][NH:41][C:42](=O)[OH:43])=[O:37])([CH3:34])([CH3:33])[CH3:32].Cl. Product: [C:31]([O:35][C:36](=[O:37])[NH:38][CH2:39][CH2:40][NH:41][C:42]([NH:12][C:10]1[S:9][C:5]2[N:6]=[CH:7][N:8]=[C:3]([O:2][CH3:1])[C:4]=2[N:11]=1)=[O:43])([CH3:34])([CH3:32])[CH3:33]. The catalyst class is: 7. (3) Reactant: [CH3:1][N:2]1[CH2:7][CH2:6][CH:5]([NH:8][C:9]2[CH:14]=[CH:13][C:12]([N+:15]([O-])=O)=[CH:11][CH:10]=2)[CH2:4][CH2:3]1. Product: [CH3:1][N:2]1[CH2:3][CH2:4][CH:5]([NH:8][C:9]2[CH:14]=[CH:13][C:12]([NH2:15])=[CH:11][CH:10]=2)[CH2:6][CH2:7]1. The catalyst class is: 19. (4) Reactant: [ClH:1].C(OCC)(=O)C.[C:8]([C:10]1([C:17]2[N:22]=[CH:21][C:20]([NH:23][C:24]([C:26]3[CH:27]=[N:28][N:29]([C:32]4[CH:37]=[CH:36][C:35]([C:38]([F:41])([F:40])[F:39])=[CH:34][N:33]=4)[C:30]=3[CH3:31])=[O:25])=[CH:19][CH:18]=2)[CH2:15][CH2:14][C:13](=[O:16])[CH2:12][CH2:11]1)#[N:9]. Product: [ClH:1].[C:8]([C:10]1([C:17]2[N:22]=[CH:21][C:20]([NH:23][C:24]([C:26]3[CH:27]=[N:28][N:29]([C:32]4[CH:37]=[CH:36][C:35]([C:38]([F:40])([F:41])[F:39])=[CH:34][N:33]=4)[C:30]=3[CH3:31])=[O:25])=[CH:19][CH:18]=2)[CH2:15][CH2:14][C:13](=[O:16])[CH2:12][CH2:11]1)#[N:9]. The catalyst class is: 13. (5) Reactant: [CH3:1][N:2]([CH3:27])[C:3]([C:5]1[N:6]=[C:7]([C:15]2[CH:16]=[N:17][C:18]([NH:21][C:22]([NH:24][CH2:25][CH3:26])=[O:23])=[CH:19][CH:20]=2)[S:8][C:9]=1[C:10]([O:12]CC)=[O:11])=[O:4].[OH-].[Li+]. Product: [CH3:1][N:2]([CH3:27])[C:3]([C:5]1[N:6]=[C:7]([C:15]2[CH:16]=[N:17][C:18]([NH:21][C:22]([NH:24][CH2:25][CH3:26])=[O:23])=[CH:19][CH:20]=2)[S:8][C:9]=1[C:10]([OH:12])=[O:11])=[O:4]. The catalyst class is: 5.